From a dataset of Reaction yield outcomes from USPTO patents with 853,638 reactions. Predict the reaction yield, written as a fraction of the theoretical maximum amount of product (1.0 means a 100% yield; for example, 0.34 means a 34% yield). The reactants are Br[C:2]1[C:3]([F:15])=[C:4]([C:9]2[CH:10]=[N:11][CH:12]=[CH:13][CH:14]=2)[C:5]([F:8])=[CH:6][CH:7]=1.C([O-])(=O)C.[K+].[B:21]1(B2OCC(C)(C)CO2)[O:26]CC(C)(C)C[O:22]1. The catalyst is O1CCOCC1. The product is [F:15][C:3]1[C:4]([C:9]2[CH:10]=[N:11][CH:12]=[CH:13][CH:14]=2)=[C:5]([F:8])[CH:6]=[CH:7][C:2]=1[B:21]([OH:26])[OH:22]. The yield is 0.850.